The task is: Predict the reactants needed to synthesize the given product.. This data is from Full USPTO retrosynthesis dataset with 1.9M reactions from patents (1976-2016). (1) Given the product [NH:11]1[CH2:29][CH2:30][N:31]=[C:10]1[CH2:9][CH:8]([C:4]1[CH:3]=[C:2]([NH2:1])[CH:7]=[CH:6][CH:5]=1)[C:12]1[CH:17]=[CH:16][CH:15]=[CH:14][N:13]=1, predict the reactants needed to synthesize it. The reactants are: [NH2:1][C:2]1[CH:3]=[C:4]([CH:8]([C:12]2[CH:17]=[CH:16][CH:15]=[CH:14][N:13]=2)[CH2:9][C:10]#[N:11])[CH:5]=[CH:6][CH:7]=1.S(C1C=CC(C)=CC=1)(O)(=O)=O.[CH2:29](N)[CH2:30][NH2:31].[OH-].[K+].C(O)(=O)/C=C/C(O)=O. (2) The reactants are: [CH2:1]([N:8]1[CH2:13][CH2:12][C@@H:11]([CH2:14][O:15][C:16]2[CH:21]=[CH:20][C:19]([CH:22]([CH3:24])[CH3:23])=[CH:18][CH:17]=2)[C@H:10]([NH:25][S:26]([CH2:29][CH3:30])(=[O:28])=[O:27])[CH2:9]1)[C:2]1C=CC=CC=1. Given the product [CH2:1]([N:8]1[CH2:13][CH2:12][C@@H:11]([CH2:14][O:15][C:16]2[CH:21]=[CH:20][C:19]([CH:22]([CH3:24])[CH3:23])=[CH:18][CH:17]=2)[C@H:10]([NH:25][S:26]([CH2:29][CH3:30])(=[O:28])=[O:27])[CH2:9]1)[CH3:2], predict the reactants needed to synthesize it. (3) Given the product [CH3:24][O:23][C:21](=[O:22])[CH:20]([OH:25])[CH:18]1[CH2:19][CH:12]2[NH:11][CH:16]([CH2:15][O:14][CH2:13]2)[CH2:17]1, predict the reactants needed to synthesize it. The reactants are: C(OC([N:11]1[CH:16]2[CH2:17][CH:18]([CH:20]([OH:25])[C:21]([O:23][CH3:24])=[O:22])[CH2:19][CH:12]1[CH2:13][O:14][CH2:15]2)=O)C1C=CC=CC=1. (4) Given the product [C:32]([O:35][C:13]1[CH:14]=[N:15][CH:16]=[C:11]([Br:10])[C:12]=1[CH3:18])(=[O:34])[CH3:33], predict the reactants needed to synthesize it. The reactants are: B(F)(F)F.CCOCC.[Br:10][C:11]1[C:12]([CH3:18])=[C:13](N)[CH:14]=[N:15][CH:16]=1.COCCOC.N(OC(C)(C)C)=O.[C:32]([O:35]C(=O)C)(=[O:34])[CH3:33]. (5) Given the product [Br:8][C:5]1[CH:6]=[CH:7][C:2]([NH:1][C:20](=[O:21])[CH2:19][Cl:18])=[C:3]([C:9]([OH:12])([C:13]2[S:14][CH:15]=[CH:16][CH:17]=2)[CH2:10][CH3:11])[CH:4]=1, predict the reactants needed to synthesize it. The reactants are: [NH2:1][C:2]1[CH:7]=[CH:6][C:5]([Br:8])=[CH:4][C:3]=1[C:9]([C:13]1[S:14][CH:15]=[CH:16][CH:17]=1)([OH:12])[CH2:10][CH3:11].[Cl:18][CH2:19][C:20](Cl)=[O:21]. (6) Given the product [Si:5]([O:6][CH2:7][CH2:8][CH2:9][CH2:10][O:11][C:21]1[CH:22]=[CH:23][CH:24]=[C:17]([N+:14]([O-:16])=[O:15])[C:18]=1[C:19]#[N:20])([C:1]([CH3:4])([CH3:3])[CH3:2])([CH3:13])[CH3:12], predict the reactants needed to synthesize it. The reactants are: [C:1]([Si:5]([CH3:13])([CH3:12])[O:6][CH2:7][CH2:8][CH2:9][CH2:10][OH:11])([CH3:4])([CH3:3])[CH3:2].[N+:14]([C:17]1[CH:24]=[CH:23][CH:22]=[C:21]([N+]([O-])=O)[C:18]=1[C:19]#[N:20])([O-:16])=[O:15]. (7) The reactants are: C1(S(CC2C(C(O)=O)=C(NCCNC(OC(C)(C)C)=O)C(C3C=COC=3)=CC=2)(=O)=O)C=CC=CC=1.[C:36]1([S:42]([CH2:45][C:46]2[C:51]([C:52]([O:54]C)=[O:53])=[C:50]([O:56][CH3:57])[C:49]([Br:58])=[CH:48][CH:47]=2)(=[O:44])=[O:43])[CH:41]=[CH:40][CH:39]=[CH:38][CH:37]=1. Given the product [C:36]1([S:42]([CH2:45][C:46]2[C:51]([C:52]([OH:54])=[O:53])=[C:50]([O:56][CH3:57])[C:49]([Br:58])=[CH:48][CH:47]=2)(=[O:44])=[O:43])[CH:37]=[CH:38][CH:39]=[CH:40][CH:41]=1, predict the reactants needed to synthesize it.